Predict which catalyst facilitates the given reaction. From a dataset of Catalyst prediction with 721,799 reactions and 888 catalyst types from USPTO. (1) The catalyst class is: 362. Reactant: Cl[C:2]1[CH:7]=[CH:6][C:5]([C:8]([C:10]2[CH:28]=[CH:27][CH:26]=[CH:25][C:11]=2[C:12]([NH:14][C:15]2[CH:20]=[CH:19][CH:18]=[C:17]([C:21]([F:24])([F:23])[F:22])[CH:16]=2)=[O:13])=[CH2:9])=[CH:4][C:3]=1[N+:29]([O-:31])=[O:30].[N-:32]=[N+]=[N-].[Na+].CN(C)C=O.[BH4-].[Na+]. Product: [NH2:32][C:2]1[CH:7]=[CH:6][C:5]([C:8]([C:10]2[CH:28]=[CH:27][CH:26]=[CH:25][C:11]=2[C:12]([NH:14][C:15]2[CH:20]=[CH:19][CH:18]=[C:17]([C:21]([F:24])([F:23])[F:22])[CH:16]=2)=[O:13])=[CH2:9])=[CH:4][C:3]=1[N+:29]([O-:31])=[O:30]. (2) Reactant: [CH3:1][S:2][CH2:3][CH2:4][C:5]1[N:6]([CH2:10][CH2:11][CH2:12][CH2:13][C:14]2[CH:19]=[CH:18][C:17]([O:20]C(C)(C)C)=[CH:16][CH:15]=2)[CH:7]=[CH:8][N:9]=1.[OH-].[Na+]. Product: [CH3:1][S:2][CH2:3][CH2:4][C:5]1[N:6]([CH2:10][CH2:11][CH2:12][CH2:13][C:14]2[CH:19]=[CH:18][C:17]([OH:20])=[CH:16][CH:15]=2)[CH:7]=[CH:8][N:9]=1. The catalyst class is: 33. (3) Product: [CH:17]1([NH:16][C:14](=[O:15])[C:13]2[CH:20]=[CH:21][C:22]([CH3:23])=[C:11]([C:7]3[N:6]=[C:5]4[NH:4][N:3]=[C:2]([NH:1][C:29]([C:28]5[CH:32]=[CH:33][C:25]([F:24])=[CH:26][CH:27]=5)=[O:30])[C:10]4=[CH:9][CH:8]=3)[CH:12]=2)[CH2:18][CH2:19]1. Reactant: [NH2:1][C:2]1[C:10]2[C:5](=[N:6][C:7]([C:11]3[CH:12]=[C:13]([CH:20]=[CH:21][C:22]=3[CH3:23])[C:14]([NH:16][CH:17]3[CH2:19][CH2:18]3)=[O:15])=[CH:8][CH:9]=2)[NH:4][N:3]=1.[F:24][C:25]1[CH:33]=[CH:32][C:28]([C:29](Cl)=[O:30])=[CH:27][CH:26]=1. The catalyst class is: 17. (4) Reactant: [C:1]1([CH:7]([C:14]2[CH:19]=[CH:18][CH:17]=[CH:16][CH:15]=2)[N:8]2[CH2:11][CH:10]([CH2:12][OH:13])[CH2:9]2)[CH:6]=[CH:5][CH:4]=[CH:3][CH:2]=1.C1(C(C2C=CC=CC=2)N2CC(C(O)=O)C2)C=CC=CC=1.[H-].[H-].[H-].[H-].[Li+].[Al+3].CCN(CC)CC.[CH3:53][S:54](Cl)(=[O:56])=[O:55]. Product: [CH3:53][S:54]([O:13][CH2:12][CH:10]1[CH2:11][N:8]([CH:7]([C:14]2[CH:19]=[CH:18][CH:17]=[CH:16][CH:15]=2)[C:1]2[CH:2]=[CH:3][CH:4]=[CH:5][CH:6]=2)[CH2:9]1)(=[O:56])=[O:55]. The catalyst class is: 1. (5) Reactant: [CH2:1]([N:3]([CH2:19]/[CH:20]=[CH:21]\[CH2:22]O)[C:4](=[O:18])[CH:5]([C:12]1[CH:17]=[CH:16][CH:15]=[CH:14][CH:13]=1)[C:6]1[CH:11]=[CH:10][CH:9]=[CH:8][CH:7]=1)[CH3:2].[Na+].[Cl-].S([Cl:30])(C)(=O)=O.[NH4+].[Cl-]. Product: [Cl:30][CH2:22]/[CH:21]=[CH:20]\[CH2:19][N:3]([CH2:1][CH3:2])[C:4](=[O:18])[CH:5]([C:12]1[CH:17]=[CH:16][CH:15]=[CH:14][CH:13]=1)[C:6]1[CH:11]=[CH:10][CH:9]=[CH:8][CH:7]=1. The catalyst class is: 79. (6) Product: [Cl:13][C:3]1[C:4]([C:7]2[CH:12]=[CH:11][CH:10]=[CH:9][N:8]=2)=[N:5][NH:6][C:2]=1[CH3:1]. Reactant: [CH3:1][C:2]1[NH:6][N:5]=[C:4]([C:7]2[CH:12]=[CH:11][CH:10]=[CH:9][N:8]=2)[CH:3]=1.[Cl:13]N1C(=O)CCC1=O. The catalyst class is: 10. (7) Reactant: Cl[C:2]1[C:11]2[C:6](=[CH:7][CH:8]=[CH:9][CH:10]=2)[N:5]=[CH:4][C:3]=1[NH:12][C:13](=O)[CH2:14][CH2:15][CH3:16].ClC1C2C(=CC=CC=2)N=CC=1NC=O.Cl.[C:33]1([O:39][NH2:40])[CH:38]=[CH:37][CH:36]=[CH:35][CH:34]=1.Cl.C(ON)C. Product: [O:39]([N:40]1[C:2]2[C:11]3[CH:10]=[CH:9][CH:8]=[CH:7][C:6]=3[N:5]=[CH:4][C:3]=2[N:12]=[C:13]1[CH2:14][CH2:15][CH3:16])[C:33]1[CH:38]=[CH:37][CH:36]=[CH:35][CH:34]=1. The catalyst class is: 32. (8) Reactant: [NH2:1][C:2]1([CH2:19][CH2:20][OH:21])[C:15]2[CH:14]=[C:13]([Cl:16])[N:12]=[C:11]([F:17])[C:10]=2[O:9][C:8]2[C:3]1=[CH:4][C:5]([Br:18])=[CH:6][CH:7]=2.C([O-])(=O)C.[Na+].[N:27]#[C:28]Br. Product: [Br:18][C:5]1[CH:4]=[C:3]2[C:2]3([CH2:19][CH2:20][O:21][C:28]([NH2:27])=[N:1]3)[C:15]3[CH:14]=[C:13]([Cl:16])[N:12]=[C:11]([F:17])[C:10]=3[O:9][C:8]2=[CH:7][CH:6]=1. The catalyst class is: 14. (9) Reactant: [P:1]([O-:12])([O:7][C:8]([CH3:11])([CH3:10])[CH3:9])[O:2][C:3]([CH3:6])([CH3:5])[CH3:4].[H-].[Na+].[CH2:15]([O:22][C:23]1[C:24]([CH3:32])=[N:25][CH:26]=[C:27]([CH3:31])[C:28]=1[CH:29]=[O:30])[C:16]1[CH:21]=[CH:20][CH:19]=[CH:18][CH:17]=1. Product: [C:3]([O:2][P:1]([CH:29]([C:28]1[C:27]([CH3:31])=[CH:26][N:25]=[C:24]([CH3:32])[C:23]=1[O:22][CH2:15][C:16]1[CH:21]=[CH:20][CH:19]=[CH:18][CH:17]=1)[OH:30])(=[O:12])[O:7][C:8]([CH3:11])([CH3:10])[CH3:9])([CH3:5])([CH3:6])[CH3:4]. The catalyst class is: 1. (10) Reactant: [N+:1]([O-:4])(O)=[O:2].[Br:5][CH2:6][C:7]([C:9]1[CH:14]=[CH:13][CH:12]=[CH:11][C:10]=1[OH:15])=[O:8]. Product: [Br:5][CH2:6][C:7]([C:9]1[CH:14]=[C:13]([N+:1]([O-:4])=[O:2])[CH:12]=[CH:11][C:10]=1[OH:15])=[O:8]. The catalyst class is: 15.